Dataset: Forward reaction prediction with 1.9M reactions from USPTO patents (1976-2016). Task: Predict the product of the given reaction. (1) Given the reactants [Br:1][C:2]1[CH:3]=[C:4]2[N:10]=[C:9]([C:11]3[CH:16]=[CH:15][CH:14]=[CH:13][C:12]=3[S:17][CH2:18][CH3:19])[N:8]([CH3:20])[C:5]2=[N:6][CH:7]=1.I([O-])(=O)(=O)=[O:22].[Na+].CO, predict the reaction product. The product is: [Br:1][C:2]1[CH:3]=[C:4]2[N:10]=[C:9]([C:11]3[CH:16]=[CH:15][CH:14]=[CH:13][C:12]=3[S:17]([CH2:18][CH3:19])=[O:22])[N:8]([CH3:20])[C:5]2=[N:6][CH:7]=1. (2) Given the reactants [CH2:1]([O:8][C:9]([N:11]1[CH2:20][CH2:19][C:18]2[C:13](=[CH:14][CH:15]=[C:16]([N:21]3[C:25](C(O)=O)=[CH:24][C:23]([C:29]([CH3:32])([CH3:31])[CH3:30])=[N:22]3)[CH:17]=2)[CH2:12]1)=[O:10])[C:2]1[CH:7]=[CH:6][CH:5]=[CH:4][CH:3]=1.C1C=CC(P([N:47]=[N+]=[N-])(C2C=CC=CC=2)=O)=CC=1.[Cl:50][C:51]([Cl:55])([Cl:54])[CH2:52][OH:53].[O:56]1[CH2:61]COCC1, predict the reaction product. The product is: [C:29]([C:23]1[CH:24]=[C:25]([NH:47][C:61]([O:53][CH2:52][C:51]([Cl:55])([Cl:54])[Cl:50])=[O:56])[N:21]([C:16]2[CH:17]=[C:18]3[C:13](=[CH:14][CH:15]=2)[CH2:12][N:11]([C:9]([O:8][CH2:1][C:2]2[CH:3]=[CH:4][CH:5]=[CH:6][CH:7]=2)=[O:10])[CH2:20][CH2:19]3)[N:22]=1)([CH3:32])([CH3:30])[CH3:31]. (3) Given the reactants Cl[C:2]1[CH:3]=[C:4](N)[C:5]([NH:17][C@H:18]([C:20]2[CH:25]=[CH:24][C:23]([F:26])=[CH:22][CH:21]=2)[CH3:19])=[N:6][C:7]=1[NH:8][C:9]1[CH:13]=[C:12]([CH:14]2CC2)[NH:11][N:10]=1.CC[N:30]([CH:34](C)C)C(C)C.[F:37]C1C=CC([C@@H](N)C)=CC=1, predict the reaction product. The product is: [F:37][C:2]1[C:7]([NH:8][C:9]2[CH:13]=[C:12]([CH3:14])[NH:11][N:10]=2)=[N:6][C:5]([NH:17][C@H:18]([C:20]2[CH:25]=[CH:24][C:23]([F:26])=[CH:22][CH:21]=2)[CH3:19])=[C:4]([CH:3]=1)[C:34]#[N:30].